Dataset: Reaction yield outcomes from USPTO patents with 853,638 reactions. Task: Predict the reaction yield, written as a fraction of the theoretical maximum amount of product (1.0 means a 100% yield; for example, 0.34 means a 34% yield). (1) The reactants are [F:1][C:2]1[CH:3]=[C:4](/[CH:13]=[CH:14]/[C:15]([OH:17])=[O:16])[CH:5]=[CH:6][C:7]=1[O:8][C:9]([F:12])([F:11])[F:10]. The catalyst is CO.[Pd]. The product is [F:1][C:2]1[CH:3]=[C:4]([CH2:13][CH2:14][C:15]([OH:17])=[O:16])[CH:5]=[CH:6][C:7]=1[O:8][C:9]([F:12])([F:11])[F:10]. The yield is 0.960. (2) The reactants are [F:1][C:2]([F:25])([F:24])[C:3]1[CH:19]=[C:18]([C:20]([F:23])([F:22])[F:21])[CH:17]=[CH:16][C:4]=1[CH2:5][O:6][C:7]1[CH:14]=[CH:13][C:10]([CH:11]=O)=[CH:9][C:8]=1[CH3:15].[S:26]1[CH2:30][C:29](=[O:31])[NH:28][C:27]1=[O:32].N1CCCCC1. The catalyst is C(O)C. The product is [F:1][C:2]([F:24])([F:25])[C:3]1[CH:19]=[C:18]([C:20]([F:23])([F:22])[F:21])[CH:17]=[CH:16][C:4]=1[CH2:5][O:6][C:7]1[CH:14]=[CH:13][C:10](/[CH:11]=[C:30]2/[C:29](=[O:31])[NH:28][C:27](=[O:32])[S:26]/2)=[CH:9][C:8]=1[CH3:15]. The yield is 0.830. (3) The reactants are [CH2:1]([O:3][P:4]([CH2:9][CH2:10][NH:11][CH2:12][C:13]([CH3:36])=[CH:14][CH2:15][C:16]1[C:17]([O:29][CH2:30][CH2:31][Si:32]([CH3:35])([CH3:34])[CH3:33])=[C:18]2[C:22](=[C:23]([CH3:27])[C:24]=1[O:25][CH3:26])[CH2:21][O:20][C:19]2=[O:28])(=[O:8])[O:5][CH2:6][CH3:7])[CH3:2].[CH3:37][S:38](Cl)(=[O:40])=[O:39].N1C=CC=CC=1. The catalyst is C(Cl)Cl. The product is [CH2:1]([O:3][P:4]([CH2:9][CH2:10][N:11]([S:38]([CH3:37])(=[O:40])=[O:39])[CH2:12][C:13]([CH3:36])=[CH:14][CH2:15][C:16]1[C:17]([O:29][CH2:30][CH2:31][Si:32]([CH3:33])([CH3:34])[CH3:35])=[C:18]2[C:22](=[C:23]([CH3:27])[C:24]=1[O:25][CH3:26])[CH2:21][O:20][C:19]2=[O:28])(=[O:8])[O:5][CH2:6][CH3:7])[CH3:2]. The yield is 0.630. (4) The reactants are [NH2:1][C:2]1[NH:7][C:6](=[O:8])[N:5]=[C:4]([NH2:9])[CH:3]=1.C[Si](N[Si](C)(C)C)(C)C.CC(O[CH:23]1[O:27][C@H:26]([CH2:28][O:29][C:30]([C:32]2[CH:37]=[CH:36][CH:35]=[CH:34][CH:33]=2)=[O:31])[C@@H:25]([O:38][C:39]([C:41]2[CH:46]=[CH:45][CH:44]=[CH:43][CH:42]=2)=[O:40])[C@H:24]1[O:47][C:48]([C:50]1[CH:55]=[CH:54][CH:53]=[CH:52][CH:51]=1)=[O:49])=O.[Si](OS(C(F)(F)F)(=O)=O)(C)(C)C.C(=O)(O)[O-].[Na+]. The catalyst is C(Cl)Cl. The product is [NH2:1][C:2]1[N:7]([C@@H:23]2[O:27][C@H:26]([CH2:28][O:29][C:30](=[O:31])[C:32]3[CH:37]=[CH:36][CH:35]=[CH:34][CH:33]=3)[C@@H:25]([O:38][C:39](=[O:40])[C:41]3[CH:46]=[CH:45][CH:44]=[CH:43][CH:42]=3)[C@H:24]2[O:47][C:48](=[O:49])[C:50]2[CH:51]=[CH:52][CH:53]=[CH:54][CH:55]=2)[C:6](=[O:8])[N:5]=[C:4]([NH2:9])[CH:3]=1. The yield is 0.540. (5) The reactants are [NH:1]([C:8]1[N:9]([C:21]2[CH:26]=[CH:25][CH:24]=[CH:23][CH:22]=2)[C:10]2[C:15]([C:16](=[O:18])[CH:17]=1)=[CH:14][C:13]([F:19])=[C:12](Cl)[N:11]=2)[C:2]1[CH:7]=[CH:6][CH:5]=[CH:4][CH:3]=1.[Cl-].C[Zn+].[CH2:30](N(CC(O)=O)CC(O)=O)CN(CC(O)=O)CC(O)=O. The catalyst is C1COCC1.O.C1C=CC([P]([Pd]([P](C2C=CC=CC=2)(C2C=CC=CC=2)C2C=CC=CC=2)([P](C2C=CC=CC=2)(C2C=CC=CC=2)C2C=CC=CC=2)[P](C2C=CC=CC=2)(C2C=CC=CC=2)C2C=CC=CC=2)(C2C=CC=CC=2)C2C=CC=CC=2)=CC=1. The product is [NH:1]([C:8]1[N:9]([C:21]2[CH:26]=[CH:25][CH:24]=[CH:23][CH:22]=2)[C:10]2[C:15]([C:16](=[O:18])[CH:17]=1)=[CH:14][C:13]([F:19])=[C:12]([CH3:30])[N:11]=2)[C:2]1[CH:7]=[CH:6][CH:5]=[CH:4][CH:3]=1. The yield is 0.890. (6) The reactants are [CH3:1][C@H:2]1[CH2:7][CH2:6][NH:5][CH2:4][C@H:3]1[NH:8][C:9](=[O:15])[O:10][C:11]([CH3:14])([CH3:13])[CH3:12].[Cl:16][C:17]1[CH:22]=[CH:21][C:20](I)=[CH:19][N:18]=1. No catalyst specified. The product is [Cl:16][C:17]1[N:18]=[CH:19][C:20]([N:5]2[CH2:6][CH2:7][C@H:2]([CH3:1])[C@H:3]([NH:8][C:9](=[O:15])[O:10][C:11]([CH3:14])([CH3:13])[CH3:12])[CH2:4]2)=[CH:21][CH:22]=1. The yield is 0.200. (7) The reactants are Cl[C:2]1[N:7]=[C:6]([NH:8][C@@H:9]([C:11]2[CH:16]=[CH:15][CH:14]=[CH:13][CH:12]=2)[CH3:10])[CH:5]=[N:4][CH:3]=1.[CH3:17][C:18]1[NH:19][CH:20]=[CH:21][N:22]=1. No catalyst specified. The product is [CH3:17][C:18]1[N:19]([C:2]2[N:7]=[C:6]([NH:8][C@@H:9]([C:11]3[CH:16]=[CH:15][CH:14]=[CH:13][CH:12]=3)[CH3:10])[CH:5]=[N:4][CH:3]=2)[CH:20]=[CH:21][N:22]=1. The yield is 0.400. (8) The yield is 0.250. The catalyst is CN(C=O)C.CC([O-])=O.CC([O-])=O.[Pd+2]. The product is [CH3:31][C:26]1[N:27]=[CH:28][C:29](/[CH:2]=[CH:1]/[C:3]2[C:11]3[C:6](=[CH:7][C:8]([C@H:12]4[C@@:14]5([C:22]6[C:17](=[CH:18][CH:19]=[CH:20][CH:21]=6)[NH:16][C:15]5=[O:23])[CH2:13]4)=[CH:9][CH:10]=3)[NH:5][N:4]=2)=[CH:30][CH:25]=1. The reactants are [CH:1]([C:3]1[C:11]2[C:6](=[CH:7][C:8]([C@H:12]3[C@@:14]4([C:22]5[C:17](=[CH:18][CH:19]=[CH:20][CH:21]=5)[NH:16][C:15]4=[O:23])[CH2:13]3)=[CH:9][CH:10]=2)[NH:5][N:4]=1)=[CH2:2].Br[C:25]1[C:26]([CH3:31])=[N:27][CH:28]=[CH:29][CH:30]=1.CCN(C(C)C)C(C)C.CC1C=CC=CC=1P(C1C=CC=CC=1C)C1C=CC=CC=1C. (9) The reactants are Cl[Si](C)(C)C.CO[C:8]1[N:13]=[C:12]([NH:14][C:15]([C:17]2[CH:18]=[N:19][N:20]3[CH:25]=[CH:24][C:23]([C:26]4[CH:31]=[CH:30][CH:29]=[CH:28][C:27]=4[C:32]([F:35])([F:34])[F:33])=[N:22][C:21]=23)=[O:16])C=[CH:10][CH:9]=1.[I-].[K+].C([O-])(O)=O.[Na+].CC#[N:45]. No catalyst specified. The product is [N:45]1[CH:10]=[CH:9][CH:8]=[N:13][C:12]=1[NH:14][C:15]([C:17]1[CH:18]=[N:19][N:20]2[CH:25]=[CH:24][C:23]([C:26]3[CH:31]=[CH:30][CH:29]=[CH:28][C:27]=3[C:32]([F:34])([F:33])[F:35])=[N:22][C:21]=12)=[O:16]. The yield is 0.480. (10) The reactants are [Br:1][C:2]1[CH:3]=[C:4]([N+:9]([O-])=O)[C:5]([Cl:8])=[N:6][CH:7]=1.O.O.Cl[Sn]Cl.[OH-].[Na+]. The catalyst is Cl. The product is [NH2:9][C:4]1[C:5]([Cl:8])=[N:6][CH:7]=[C:2]([Br:1])[CH:3]=1. The yield is 0.890.